Predict the product of the given reaction. From a dataset of Forward reaction prediction with 1.9M reactions from USPTO patents (1976-2016). (1) Given the reactants [NH2:1][C:2]1[N:7]=[C:6]([C:8]2[S:12][C:11]3[CH:13]=[CH:14][C:15]([NH:17][C:18]4[CH:23]=[CH:22][CH:21]=[C:20]([NH2:24])[CH:19]=4)=[CH:16][C:10]=3[C:9]=2[CH3:25])[CH:5]=[CH:4][N:3]=1.[O:26]1[CH2:31][CH2:30][N:29]([CH2:32][CH2:33][O:34][C:35]2[CH:43]=[CH:42][C:38]([C:39](O)=[O:40])=[CH:37][CH:36]=2)[CH2:28][CH2:27]1.C(N(CC)CC)C.CN(C(ON1N=NC2C=CC=NC1=2)=[N+](C)C)C.F[P-](F)(F)(F)(F)F, predict the reaction product. The product is: [NH2:1][C:2]1[N:7]=[C:6]([C:8]2[S:12][C:11]3[CH:13]=[CH:14][C:15]([NH:17][C:18]4[CH:19]=[C:20]([NH:24][C:39](=[O:40])[C:38]5[CH:37]=[CH:36][C:35]([O:34][CH2:33][CH2:32][N:29]6[CH2:28][CH2:27][O:26][CH2:31][CH2:30]6)=[CH:43][CH:42]=5)[CH:21]=[CH:22][CH:23]=4)=[CH:16][C:10]=3[C:9]=2[CH3:25])[CH:5]=[CH:4][N:3]=1. (2) Given the reactants [Br:1][C:2]1[C:11]2[C:6](=[CH:7][C:8]([Br:12])=[CH:9][CH:10]=2)[CH:5]=[CH:4][C:3]=1[OH:13].C(=O)([O-])[O-].[K+].[K+].[Br:20][CH:21](Br)[CH3:22].O, predict the reaction product. The product is: [Br:1][C:2]1[C:11]2[C:6](=[CH:7][C:8]([Br:12])=[CH:9][CH:10]=2)[CH:5]=[CH:4][C:3]=1[O:13][CH2:22][CH2:21][Br:20]. (3) Given the reactants [CH2:1]([NH:3][C:4]([NH:6][C:7]1[S:8][C:9]2[C:15]([C:16]#[C:17][Si](C)(C)C)=[CH:14][C:13]([C:22]3[CH:23]=[N:24][C:25]([N:28]4[CH2:33][CH2:32][C:31]([CH3:39])([C:34]([O:36][CH2:37][CH3:38])=[O:35])[CH2:30][CH2:29]4)=[N:26][CH:27]=3)=[CH:12][C:10]=2[N:11]=1)=[O:5])[CH3:2].[OH-].[K+], predict the reaction product. The product is: [CH2:1]([NH:3][C:4]([NH:6][C:7]1[S:8][C:9]2[C:15]([C:16]#[CH:17])=[CH:14][C:13]([C:22]3[CH:27]=[N:26][C:25]([N:28]4[CH2:29][CH2:30][C:31]([CH3:39])([C:34]([O:36][CH2:37][CH3:38])=[O:35])[CH2:32][CH2:33]4)=[N:24][CH:23]=3)=[CH:12][C:10]=2[N:11]=1)=[O:5])[CH3:2]. (4) Given the reactants [NH2:1][C:2]1[C:3]2[C:10]([C:11]3[CH:12]=[N:13][C:14]4[C:19]([CH:20]=3)=[CH:18][CH:17]=[CH:16][CH:15]=4)=[C:9](Br)[N:8]([CH2:22][C@H:23]([NH:26][C:27](=[O:33])[O:28][C:29]([CH3:32])([CH3:31])[CH3:30])[CH:24]=[CH2:25])[C:4]=2[N:5]=[CH:6][N:7]=1.NC1C2C(C3C=NC4C(C=3)=CC=CC=4)=C3N(C=2N=CN=1)C[C@@H](NC(=O)OC(C)(C)C)CC3, predict the reaction product. The product is: [NH2:1][C:2]1[C:3]2[C:10]([C:11]3[CH:12]=[N:13][C:14]4[C:19]([CH:20]=3)=[CH:18][CH:17]=[CH:16][CH:15]=4)=[C:9]3[N:8]([C:4]=2[N:5]=[CH:6][N:7]=1)[CH2:22][C@H:23]([NH:26][C:27](=[O:33])[O:28][C:29]([CH3:32])([CH3:31])[CH3:30])[CH2:24][CH2:25]3. (5) The product is: [Si:27]([O:26][CH2:25][CH2:24][CH2:23][CH2:22][O:1][C:2]1[CH:3]=[C:4]([CH:7]=[C:8]([O:10][CH2:22][CH2:23][CH2:24][CH2:11][O:14][Si:27]([C:30]([CH3:33])([CH3:32])[CH3:31])([CH3:29])[CH3:28])[CH:9]=1)[CH:5]=[O:6])([C:30]([CH3:33])([CH3:32])[CH3:31])([CH3:29])[CH3:28]. Given the reactants [OH:1][C:2]1[CH:3]=[C:4]([CH:7]=[C:8]([OH:10])[CH:9]=1)[CH:5]=[O:6].[C:11](=[O:14])([O-])[O-].[K+].[K+].CS(O[CH2:22][CH2:23][CH2:24][CH2:25][O:26][Si:27]([C:30]([CH3:33])([CH3:32])[CH3:31])([CH3:29])[CH3:28])(=O)=O, predict the reaction product.